Task: Predict the reactants needed to synthesize the given product.. Dataset: Full USPTO retrosynthesis dataset with 1.9M reactions from patents (1976-2016) (1) The reactants are: C([N:8](CC1C=CC=CC=1)[C@@H:9]1[C:15](=[O:16])[N:14]([CH2:17][C:18]([F:21])([F:20])[F:19])[C:13]2[CH:22]=[C:23]([F:26])[CH:24]=[CH:25][C:12]=2[O:11][C@@H:10]1[CH2:27][CH3:28])C1C=CC=CC=1. Given the product [NH2:8][C@@H:9]1[C:15](=[O:16])[N:14]([CH2:17][C:18]([F:19])([F:21])[F:20])[C:13]2[CH:22]=[C:23]([F:26])[CH:24]=[CH:25][C:12]=2[O:11][C@@H:10]1[CH2:27][CH3:28], predict the reactants needed to synthesize it. (2) Given the product [CH2:1]([O:5][C:6]1[CH:15]=[CH:14][C:9]([C:10]([OH:12])=[O:11])=[CH:8][C:7]=1[N+:16]([O-:18])=[O:17])[CH:2]([CH3:4])[CH3:3], predict the reactants needed to synthesize it. The reactants are: [CH2:1]([O:5][C:6]1[CH:15]=[CH:14][C:9]([C:10]([O:12]C)=[O:11])=[CH:8][C:7]=1[N+:16]([O-:18])=[O:17])[CH:2]([CH3:4])[CH3:3].[OH-].[Na+]. (3) Given the product [CH3:22][C:19]1[CH:20]=[CH:21][C:16]2[N:17]([C:13]([CH2:12][C:8]3[CH:9]=[C:10]4[C:5](=[CH:6][CH:7]=3)[N:4]=[CH:3][C:2]([CH:23]=[CH2:24])=[CH:11]4)=[N:14][N:15]=2)[N:18]=1, predict the reactants needed to synthesize it. The reactants are: Br[C:2]1[CH:3]=[N:4][C:5]2[C:10]([CH:11]=1)=[CH:9][C:8]([CH2:12][C:13]1[N:17]3[N:18]=[C:19]([CH3:22])[CH:20]=[CH:21][C:16]3=[N:15][N:14]=1)=[CH:7][CH:6]=2.[CH:23](B(O)O)=[CH2:24].C([O-])([O-])=O.[K+].[K+].O1CCOCC1. (4) Given the product [C:1]([C:5]1[CH:15]=[C:14]([S:16](/[CH:19]=[CH:20]/[C:21]#[N:22])(=[O:18])=[O:17])[CH:13]=[CH:12][C:6]=1[O:7][CH2:8][C:9]([NH:51][CH2:50][C:49]1[CH:52]=[CH:53][C:46]([F:45])=[CH:47][CH:48]=1)=[O:10])([CH3:3])([CH3:2])[CH3:4], predict the reactants needed to synthesize it. The reactants are: [C:1]([C:5]1[CH:15]=[C:14]([S:16](/[CH:19]=[CH:20]/[C:21]#[N:22])(=[O:18])=[O:17])[CH:13]=[CH:12][C:6]=1[O:7][CH2:8][C:9](O)=[O:10])([CH3:4])([CH3:3])[CH3:2].Cl.CN(C)CCCN=C=NCC.ON1C2C=CC=CC=2N=N1.[F:45][C:46]1[CH:53]=[CH:52][C:49]([CH2:50][NH2:51])=[CH:48][CH:47]=1. (5) The reactants are: [C:1]([NH:4][C@H:5]([C:28](O)=[O:29])[CH2:6][CH2:7][CH2:8][CH2:9][NH:10][C:11]([O:13][CH2:14][CH:15]1[C:27]2[CH:26]=[CH:25][CH:24]=[CH:23][C:22]=2[C:21]2[C:16]1=[CH:17][CH:18]=[CH:19][CH:20]=2)=[O:12])(=[O:3])[CH3:2].CN1CCOCC1.Cl.C(N=C=NCCCN(C)C)C.O.ON1C2C=CC=CC=2N=N1.[NH2:61][C@H:62]([C:66]([NH:68][C@H:69]([C:77]([NH:79][C:80]1[CH:85]=[CH:84][C:83]([CH2:86][OH:87])=[CH:82][CH:81]=1)=[O:78])[CH2:70][CH2:71][CH2:72][NH:73][C:74](=[O:76])[NH2:75])=[O:67])[CH:63]([CH3:65])[CH3:64]. Given the product [C:1]([NH:4][C@H:5]([C:28]([NH:61][C@H:62]([C:66]([NH:68][C@H:69]([C:77]([NH:79][C:80]1[CH:85]=[CH:84][C:83]([CH2:86][OH:87])=[CH:82][CH:81]=1)=[O:78])[CH2:70][CH2:71][CH2:72][NH:73][C:74](=[O:76])[NH2:75])=[O:67])[CH:63]([CH3:65])[CH3:64])=[O:29])[CH2:6][CH2:7][CH2:8][CH2:9][NH:10][C:11]([O:13][CH2:14][CH:15]1[C:16]2[CH:17]=[CH:18][CH:19]=[CH:20][C:21]=2[C:22]2[C:27]1=[CH:26][CH:25]=[CH:24][CH:23]=2)=[O:12])(=[O:3])[CH3:2], predict the reactants needed to synthesize it.